This data is from Forward reaction prediction with 1.9M reactions from USPTO patents (1976-2016). The task is: Predict the product of the given reaction. (1) Given the reactants [Br:1][C:2]1[CH:3]=[CH:4][C:5]([NH2:8])=[N:6][CH:7]=1.[CH3:9][C:10](=O)[CH2:11][CH3:12].[Si]([C:18]#[N:19])(C)(C)C, predict the reaction product. The product is: [Br:1][C:2]1[CH:3]=[CH:4][C:5]([NH:8][C:10]([CH3:9])([CH2:11][CH3:12])[C:18]#[N:19])=[N:6][CH:7]=1. (2) Given the reactants [C:1]([O:5][C:6]([N:8]([CH2:26][C:27]([O:29][C:30]([CH3:33])([CH3:32])[CH3:31])=[O:28])[C:9]1[CH:14]=[CH:13][CH:12]=[C:11]([CH2:15]NS(C2C=NC=CC=2)(=O)=O)[N:10]=1)=[O:7])([CH3:4])([CH3:3])[CH3:2].S1C=CN=C1C1C=CC(CNS(C2C=NC=CC=2)(=O)=[O:46])=CC=1.N1C=CC(C2C=CC(CO)=CC=2)=CN=1, predict the reaction product. The product is: [C:1]([O:5][C:6]([N:8]([CH2:26][C:27]([O:29][C:30]([CH3:33])([CH3:31])[CH3:32])=[O:28])[C:9]1[CH:14]=[CH:13][CH:12]=[C:11]([CH2:15][OH:46])[N:10]=1)=[O:7])([CH3:3])([CH3:4])[CH3:2]. (3) Given the reactants [ClH:1].[CH2:2]([N:5]1[CH2:10][CH2:9][N:8]([C:11]2[CH:16]=[CH:15][C:14]([C:17]([NH:19][C:20]3([C:26]([OH:28])=[O:27])[CH2:25][CH2:24][CH2:23][CH2:22][CH2:21]3)=O)=[CH:13][CH:12]=2)[CH2:7][CH2:6]1)[CH2:3][CH3:4], predict the reaction product. The product is: [ClH:1].[CH2:2]([N:5]1[CH2:6][CH2:7][N:8]([C:11]2[CH:16]=[CH:15][C:14]([C:17]3[O:28][C:26](=[O:27])[C:20]4([CH2:21][CH2:22][CH2:23][CH2:24][CH2:25]4)[N:19]=3)=[CH:13][CH:12]=2)[CH2:9][CH2:10]1)[CH2:3][CH3:4]. (4) Given the reactants [CH3:1][C:2]1[CH:3]=[C:4]([CH:21]=[C:22]([CH3:24])[CH:23]=1)[C:5]([N:7]1[CH2:12][CH2:11][C:10](=[O:13])[CH2:9][CH:8]1[CH2:14][C:15]1[CH:20]=[CH:19][CH:18]=[CH:17][CH:16]=1)=[O:6].C1(C(C2C=CC=CC=2)N2CCNCC2)C=CC=CC=1.[O-]CCCC.[O-]CCCC.[O-]CCCC.[Al+3].S1C=CC=C1.[H][H], predict the reaction product. The product is: [C:15]1([CH2:14][CH:8]2[CH2:9][C:10](=[O:13])[CH2:11][CH2:12][NH:7]2)[CH:16]=[CH:17][CH:18]=[CH:19][CH:20]=1.[CH3:24][C:22]1[CH:21]=[C:4]([CH:3]=[C:2]([CH3:1])[CH:23]=1)[C:5]([N:7]1[CH2:12][CH2:11][C:10](=[O:13])[CH2:9][CH:8]1[CH2:14][C:15]1[CH:20]=[CH:19][CH:18]=[CH:17][CH:16]=1)=[O:6]. (5) Given the reactants CN1C=C(C2C=CN=CC=2)C(C2C=CC(O)=CC=2)=N1.C([O:27][C:28]1[CH:33]=[CH:32][C:31]([C:34]2[C:38]([C:39]3[CH:44]=[CH:43][N:42]=[CH:41][CH:40]=3)=[CH:37][N:36]([CH3:45])[N:35]=2)=[C:30]([F:46])[CH:29]=1)C1C=CC=CC=1, predict the reaction product. The product is: [F:46][C:30]1[CH:29]=[C:28]([OH:27])[CH:33]=[CH:32][C:31]=1[C:34]1[C:38]([C:39]2[CH:40]=[CH:41][N:42]=[CH:43][CH:44]=2)=[CH:37][N:36]([CH3:45])[N:35]=1. (6) Given the reactants [Cl:1][C:2]1[CH:11]=[C:10](F)[CH:9]=[CH:8][C:3]=1[C:4]([O:6][CH3:7])=[O:5].C(=O)([O-])[O-].[K+].[K+].[CH3:19][C:20]1[CH:24]=[CH:23][NH:22][N:21]=1.O, predict the reaction product. The product is: [Cl:1][C:2]1[CH:11]=[C:10]([N:22]2[CH:23]=[CH:24][C:20]([CH3:19])=[N:21]2)[CH:9]=[CH:8][C:3]=1[C:4]([O:6][CH3:7])=[O:5]. (7) Given the reactants [NH:1]1[C:9]2[C:4](=[CH:5][CH:6]=[CH:7][CH:8]=2)[C:3]2([C:13]3=[CH:14][C:15]4[O:19][CH2:18][O:17][C:16]=4[CH:20]=[C:12]3[O:11][CH2:10]2)[C:2]1=[O:21].CC1(C)COC2=CC3OCC4(C=3C=C12)C1C(=CC=CC=1)NC4=O.Br[CH2:46][C:47]1[CH:52]=[CH:51][C:50]([F:53])=[CH:49][C:48]=1[Cl:54].BrCC1OC(C(F)(F)F)=CC=1, predict the reaction product. The product is: [Cl:54][C:48]1[CH:49]=[C:50]([F:53])[CH:51]=[CH:52][C:47]=1[CH2:46][N:1]1[C:9]2[C:4](=[CH:5][CH:6]=[CH:7][CH:8]=2)[C:3]2([C:13]3=[CH:14][C:15]4[O:19][CH2:18][O:17][C:16]=4[CH:20]=[C:12]3[O:11][CH2:10]2)[C:2]1=[O:21]. (8) Given the reactants Cl[CH2:2][C:3]([N:5]1[C:14]2[C:9](=[CH:10][CH:11]=[C:12]([N+:15]([O-:17])=[O:16])[CH:13]=2)[CH2:8][CH2:7][CH2:6]1)=[O:4].[NH:18]1[CH2:23][CH2:22][O:21][CH2:20][CH2:19]1, predict the reaction product. The product is: [N:18]1([CH2:2][C:3]([N:5]2[C:14]3[C:9](=[CH:10][CH:11]=[C:12]([N+:15]([O-:17])=[O:16])[CH:13]=3)[CH2:8][CH2:7][CH2:6]2)=[O:4])[CH2:23][CH2:22][O:21][CH2:20][CH2:19]1. (9) Given the reactants [Cl:1][C:2]1[C:7]([F:8])=[CH:6][CH:5]=[C:4]([Cl:9])[C:3]=1[C@H:10]([O:12][C:13]1[C:14]([NH2:28])=[N:15][CH:16]=[C:17](B2OC(C)(C)C(C)(C)O2)[CH:18]=1)[CH3:11].Br[C:30]1[CH:31]=[N:32][N:33]([CH:35]2[CH2:40][CH2:39][N:38]([CH3:41])[CH2:37][CH2:36]2)[CH:34]=1, predict the reaction product. The product is: [Cl:1][C:2]1[C:7]([F:8])=[CH:6][CH:5]=[C:4]([Cl:9])[C:3]=1[C@H:10]([O:12][C:13]1[C:14]([NH2:28])=[N:15][CH:16]=[C:17]([C:30]2[CH:31]=[N:32][N:33]([CH:35]3[CH2:40][CH2:39][N:38]([CH3:41])[CH2:37][CH2:36]3)[CH:34]=2)[CH:18]=1)[CH3:11]. (10) Given the reactants [CH3:1][CH:2]1[CH2:21][C:5]2[S:6][C:7]([C:15]3[CH:20]=[CH:19][CH:18]=[CH:17][CH:16]=3)=[C:8]([C:9]3[CH:14]=[CH:13][CH:12]=[CH:11][CH:10]=3)[C:4]=2[C:3]1=[O:22].[H-].[H-].[H-].[H-].[Li+].[Al+3].O, predict the reaction product. The product is: [CH3:1][CH:2]1[CH2:21][C:5]2[S:6][C:7]([C:15]3[CH:20]=[CH:19][CH:18]=[CH:17][CH:16]=3)=[C:8]([C:9]3[CH:14]=[CH:13][CH:12]=[CH:11][CH:10]=3)[C:4]=2[CH:3]1[OH:22].